From a dataset of Forward reaction prediction with 1.9M reactions from USPTO patents (1976-2016). Predict the product of the given reaction. (1) Given the reactants C(OC([NH:8][C@H:9]1[CH2:14][CH2:13][C@H:12]([N:15]([CH2:38][CH3:39])[C:16]2[C:17]([CH3:37])=[C:18]([C:33]([O:35][CH3:36])=[O:34])[CH:19]=[C:20]([C:22]3[CH:27]=[CH:26][C:25]([O:28][CH2:29][CH2:30][O:31][CH3:32])=[CH:24][CH:23]=3)[CH:21]=2)[CH2:11][CH2:10]1)=O)(C)(C)C.C(O)(C(F)(F)F)=O.C(=O)(O)[O-], predict the reaction product. The product is: [NH2:8][C@H:9]1[CH2:14][CH2:13][C@H:12]([N:15]([CH2:38][CH3:39])[C:16]2[C:17]([CH3:37])=[C:18]([C:33]([O:35][CH3:36])=[O:34])[CH:19]=[C:20]([C:22]3[CH:27]=[CH:26][C:25]([O:28][CH2:29][CH2:30][O:31][CH3:32])=[CH:24][CH:23]=3)[CH:21]=2)[CH2:11][CH2:10]1. (2) Given the reactants C[O:2][C:3](=[O:37])[CH:4]([O:34][CH2:35][CH3:36])[CH2:5][C:6]1[CH:11]=[CH:10][C:9]([CH2:12][CH2:13][N:14]([CH2:27][CH2:28][CH2:29][CH2:30][CH2:31][CH2:32][CH3:33])[C:15]([C:17]2([C:20]3[CH:25]=[CH:24][C:23]([CH3:26])=[CH:22][CH:21]=3)[CH2:19][CH2:18]2)=[O:16])=[CH:8][CH:7]=1.[Li+].[OH-], predict the reaction product. The product is: [CH2:35]([O:34][CH:4]([CH2:5][C:6]1[CH:11]=[CH:10][C:9]([CH2:12][CH2:13][N:14]([CH2:27][CH2:28][CH2:29][CH2:30][CH2:31][CH2:32][CH3:33])[C:15]([C:17]2([C:20]3[CH:25]=[CH:24][C:23]([CH3:26])=[CH:22][CH:21]=3)[CH2:19][CH2:18]2)=[O:16])=[CH:8][CH:7]=1)[C:3]([OH:37])=[O:2])[CH3:36]. (3) Given the reactants [CH3:1][C:2]1([CH3:21])[CH2:7][CH2:6][C:5](=[O:8])/[C:4](=[CH:9]/[O:10][Si:11]([CH:18]([CH3:20])[CH3:19])([CH:15]([CH3:17])[CH3:16])[CH:12]([CH3:14])[CH3:13])/[CH2:3]1.[CH3:22][C:23]1([CH3:36])[CH2:28][CH2:27][C:26](=[O:29])/[C:25](=[CH:30]/[O:31][Si:32]([CH3:35])([CH3:34])[CH3:33])/[CH2:24]1.[Si:37]([O:44]/[CH:45]=[C:46]1/[C:47](=[O:54])[CH2:48][CH2:49][C:50]([CH3:53])([CH3:52])[CH2:51]/1)([C:40]([CH3:43])([CH3:42])[CH3:41])([CH3:39])[CH3:38].[Cl:55][C:56]1[CH:61]=[CH:60][C:59]([Mg]Br)=[CH:58][CH:57]=1, predict the reaction product. The product is: [Cl:55][C:56]1[CH:61]=[CH:60][C:59]([C:5]2([OH:8])[CH2:6][CH2:7][C:2]([CH3:1])([CH3:21])[CH2:3]/[C:4]/2=[CH:9]\[O:10][Si:11]([CH:15]([CH3:17])[CH3:16])([CH:12]([CH3:14])[CH3:13])[CH:18]([CH3:20])[CH3:19])=[CH:58][CH:57]=1.[Cl:55][C:56]1[CH:61]=[CH:60][C:59]([C:26]2([OH:29])[CH2:27][CH2:28][C:23]([CH3:36])([CH3:22])[CH2:24]/[C:25]/2=[CH:30]\[O:31][Si:32]([CH3:34])([CH3:33])[CH3:35])=[CH:58][CH:57]=1.[Si:37]([O:44]/[CH:45]=[C:46]1/[C:47]([C:59]2[CH:60]=[CH:61][C:56]([Cl:55])=[CH:57][CH:58]=2)([OH:54])[CH2:48][CH2:49][C:50]([CH3:53])([CH3:52])[CH2:51]/1)([C:40]([CH3:43])([CH3:42])[CH3:41])([CH3:39])[CH3:38]. (4) The product is: [F:37][C:38]1[CH:39]=[C:40]2[C:44](=[CH:45][CH:46]=1)[NH:43][CH:42]=[C:41]2[CH:47]=[C:15]1[C:14]2[N:10]([C:11]([C:18]3[CH:23]=[CH:22][CH:21]=[CH:20][CH:19]=3)=[N:12][N:13]=2)[C:9]2[CH:24]=[CH:25][CH:26]=[CH:27][C:8]=2[N:7]([CH2:6][C:5]([N:4]([CH:1]([CH3:3])[CH3:2])[C:29]2[CH:30]=[N:31][C:32]([O:35][CH3:36])=[CH:33][CH:34]=2)=[O:28])[C:16]1=[O:17]. Given the reactants [CH:1]([N:4]([C:29]1[CH:30]=[N:31][C:32]([O:35][CH3:36])=[CH:33][CH:34]=1)[C:5](=[O:28])[CH2:6][N:7]1[C:16](=[O:17])[CH2:15][C:14]2[N:10]([C:11]([C:18]3[CH:23]=[CH:22][CH:21]=[CH:20][CH:19]=3)=[N:12][N:13]=2)[C:9]2[CH:24]=[CH:25][CH:26]=[CH:27][C:8]1=2)([CH3:3])[CH3:2].[F:37][C:38]1[CH:39]=[C:40]2[C:44](=[CH:45][CH:46]=1)[NH:43][CH:42]=[C:41]2[CH:47]=O, predict the reaction product.